From a dataset of Full USPTO retrosynthesis dataset with 1.9M reactions from patents (1976-2016). Predict the reactants needed to synthesize the given product. (1) Given the product [Cl:1][C:2]1[CH:3]=[C:4]([C@H:8]2[O:12][C:11](=[O:13])[N:10]([C@H:14]([CH3:28])[CH2:15][C:16]3[C:24]4[C:19](=[C:20]([NH:48][C:51](=[O:36])[O:59][C:55]([CH3:58])([CH3:57])[CH3:56])[CH:21]=[CH:22][CH:23]=4)[NH:18][CH:17]=3)[CH2:9]2)[CH:5]=[CH:6][CH:7]=1, predict the reactants needed to synthesize it. The reactants are: [Cl:1][C:2]1[CH:3]=[C:4]([C@H:8]2[O:12][C:11](=[O:13])[N:10]([C@H:14]([CH3:28])[CH2:15][C:16]3[C:24]4[C:19](=[C:20](C(O)=O)[CH:21]=[CH:22][CH:23]=4)[NH:18][CH:17]=3)[CH2:9]2)[CH:5]=[CH:6][CH:7]=1.C1(P(N=[N+]=[N-])(C2C=CC=CC=2)=[O:36])C=CC=CC=1.C([N:48]([CH2:51]C)CC)C.[Cl-].[NH4+].[C:55]([OH:59])([CH3:58])([CH3:57])[CH3:56]. (2) Given the product [O:29]=[C:28]1[NH:26][N:27]=[C:1]([C:3]2[CH:4]=[C:5]3[C:10](=[C:11]([NH:13][C@H:14]4[CH2:18][CH2:17][N:16]([C:19]([O:21][C:22]([CH3:25])([CH3:24])[CH3:23])=[O:20])[CH2:15]4)[N:12]=2)[N:9]=[CH:8][CH:7]=[CH:6]3)[NH:2]1, predict the reactants needed to synthesize it. The reactants are: [C:1]([C:3]1[CH:4]=[C:5]2[C:10](=[C:11]([NH:13][C@H:14]3[CH2:18][CH2:17][N:16]([C:19]([O:21][C:22]([CH3:25])([CH3:24])[CH3:23])=[O:20])[CH2:15]3)[N:12]=1)[N:9]=[CH:8][CH:7]=[CH:6]2)#[N:2].[NH:26]([C:28](OCC)=[O:29])[NH2:27]. (3) Given the product [Cl:25][C:9]1[C:10]2[C:5](=[CH:4][C:3]([O:2][CH3:1])=[CH:12][C:11]=2[O:13][CH3:14])[CH:6]=[C:7]([NH:16][C:17]2[CH:21]=[C:20]([CH3:22])[NH:19][N:18]=2)[N:8]=1, predict the reactants needed to synthesize it. The reactants are: [CH3:1][O:2][C:3]1[CH:4]=[C:5]2[C:10](=[C:11]([O:13][CH3:14])[CH:12]=1)[C:9](O)=[N:8][C:7]([NH:16][C:17]1[CH:21]=[C:20]([CH3:22])[NH:19][N:18]=1)=[CH:6]2.O=P(Cl)(Cl)[Cl:25]. (4) The reactants are: [CH3:1][C:2]1[CH:11]=[C:10]([CH3:12])[C:9]([C:13]2[NH:17][CH:16]3[CH2:18][O:19][CH2:20][CH:15]3[N:14]=2)=[CH:8][C:3]=1[C:4]([O:6]C)=[O:5].[OH-].[Na+]. Given the product [CH3:1][C:2]1[CH:11]=[C:10]([CH3:12])[C:9]([C:13]2[NH:17][CH:16]3[CH2:18][O:19][CH2:20][CH:15]3[N:14]=2)=[CH:8][C:3]=1[C:4]([OH:6])=[O:5], predict the reactants needed to synthesize it.